Task: Predict the product of the given reaction.. Dataset: Forward reaction prediction with 1.9M reactions from USPTO patents (1976-2016) (1) Given the reactants [N:1]1[CH:6]=[CH:5][N:4]=[CH:3][C:2]=1[NH:7][C:8]([C@@H:10]1[CH2:13][CH2:12][N:11]1C(OC(C)(C)C)=O)=[O:9].C(O)(C(F)(F)F)=O, predict the reaction product. The product is: [N:1]1[CH:6]=[CH:5][N:4]=[CH:3][C:2]=1[NH:7][C:8]([C@@H:10]1[CH2:13][CH2:12][NH:11]1)=[O:9]. (2) Given the reactants [Br:1][CH2:2][C:3]1[S:7][C:6]([CH2:8][OH:9])=[C:5]([O:10][CH3:11])[CH:4]=1.N1C=CN=C1.[C:17]([Si:21](Cl)([CH3:23])[CH3:22])([CH3:20])([CH3:19])[CH3:18], predict the reaction product. The product is: [Br:1][CH2:2][C:3]1[S:7][C:6]([CH2:8][O:9][Si:21]([C:17]([CH3:20])([CH3:19])[CH3:18])([CH3:23])[CH3:22])=[C:5]([O:10][CH3:11])[CH:4]=1. (3) Given the reactants [CH3:1][C:2]1[CH:7]=[CH:6][C:5]([S:8]([O:11][CH2:12][CH:13]2[CH2:17][C:16]3[CH:18]=[CH:19][CH:20]=[C:21](Br)[C:15]=3[O:14]2)(=[O:10])=[O:9])=[CH:4][CH:3]=1.[F:23][C:24]([F:35])([F:34])[C:25]1[CH:30]=[CH:29][C:28](B(O)O)=[CH:27][CH:26]=1.C(=O)([O-])[O-].[K+].[K+], predict the reaction product. The product is: [CH3:1][C:2]1[CH:7]=[CH:6][C:5]([S:8]([O:11][CH2:12][CH:13]2[CH2:17][C:16]3[CH:18]=[CH:19][CH:20]=[C:21]([C:28]4[CH:29]=[CH:30][C:25]([C:24]([F:35])([F:34])[F:23])=[CH:26][CH:27]=4)[C:15]=3[O:14]2)(=[O:10])=[O:9])=[CH:4][CH:3]=1. (4) Given the reactants [CH2:1]([C:5]1([CH3:35])[CH2:10][CH2:9][N:8]([C:11]2[C:12]3[N:13]([N:28]=[C:29]([C:31]([O:33]C)=[O:32])[CH:30]=3)[CH:14]=[C:15]([CH3:27])[C:16]=2[C@H:17]([O:22][C:23]([CH3:26])([CH3:25])[CH3:24])[C:18]([O:20][CH3:21])=[O:19])[CH2:7][CH2:6]1)[CH2:2][CH:3]=[CH2:4].[OH-].[Na+].O, predict the reaction product. The product is: [CH2:1]([C:5]1([CH3:35])[CH2:10][CH2:9][N:8]([C:11]2[C:12]3[N:13]([N:28]=[C:29]([C:31]([OH:33])=[O:32])[CH:30]=3)[CH:14]=[C:15]([CH3:27])[C:16]=2[C@H:17]([O:22][C:23]([CH3:26])([CH3:25])[CH3:24])[C:18]([O:20][CH3:21])=[O:19])[CH2:7][CH2:6]1)[CH2:2][CH:3]=[CH2:4]. (5) Given the reactants C(O[C:4](=[O:19])[CH2:5][CH:6]1[CH2:10][CH2:9][CH2:8][CH:7]1[C:11]1[CH:16]=[CH:15][CH:14]=[C:13]([O:17][CH3:18])[CH:12]=1)C.O, predict the reaction product. The product is: [CH3:18][O:17][C:13]1[CH:12]=[C:11]2[C:16]([C:4](=[O:19])[CH2:5][CH:6]3[CH2:10][CH2:9][CH2:8][CH:7]32)=[CH:15][CH:14]=1. (6) Given the reactants C([O:3][C:4](=[O:18])[CH2:5][O:6][C:7]1[CH:12]=[CH:11][C:10]([Br:13])=[CH:9][C:8]=1[C:14](=O)[CH2:15]Br)C.[C:19]([NH2:27])(=[O:26])[C:20]1[CH:25]=[CH:24][CH:23]=[CH:22][CH:21]=1, predict the reaction product. The product is: [Br:13][C:10]1[CH:11]=[CH:12][C:7]([O:6][CH2:5][C:4]([OH:3])=[O:18])=[C:8]([C:14]2[N:27]=[C:19]([C:20]3[CH:25]=[CH:24][CH:23]=[CH:22][CH:21]=3)[O:26][CH:15]=2)[CH:9]=1. (7) The product is: [C:31]([C:23]1[C:24]([NH:26][CH2:27][CH2:28][O:29][CH3:30])=[CH:25][C:20]([NH:19][C:17]([N:8]2[C:9]3[C:4](=[CH:3][C:2]([C:34]4[S:33][CH:37]=[CH:36][CH:35]=4)=[C:11]([CH:12]=[O:13])[N:10]=3)[CH2:5][CH2:6][CH2:7]2)=[O:18])=[N:21][CH:22]=1)#[N:32]. Given the reactants Br[C:2]1[CH:3]=[C:4]2[C:9](=[N:10][C:11]=1[CH:12](OC)[O:13]C)[N:8]([C:17]([NH:19][C:20]1[CH:25]=[C:24]([NH:26][CH2:27][CH2:28][O:29][CH3:30])[C:23]([C:31]#[N:32])=[CH:22][N:21]=1)=[O:18])[CH2:7][CH2:6][CH2:5]2.[S:33]1[CH:37]=[CH:36][CH:35]=[C:34]1B1OC(C)(C)C(C)(C)O1.C([O-])([O-])=O.[Na+].[Na+], predict the reaction product. (8) The product is: [N:16]1[CH:17]=[CH:18][C:13]([CH:11]=[N:1][CH:2]2[CH2:10][CH:9]3[N:5]([CH2:6][CH2:7][CH2:8]3)[CH2:4][CH2:3]2)=[CH:14][CH:15]=1. Given the reactants [NH2:1][CH:2]1[CH2:10][CH:9]2[N:5]([CH2:6][CH2:7][CH2:8]2)[CH2:4][CH2:3]1.[CH:11]([C:13]1[CH:18]=[CH:17][N:16]=[CH:15][CH:14]=1)=O.S([O-])([O-])(=O)=O.[Mg+2], predict the reaction product.